Dataset: Peptide-MHC class I binding affinity with 185,985 pairs from IEDB/IMGT. Task: Regression. Given a peptide amino acid sequence and an MHC pseudo amino acid sequence, predict their binding affinity value. This is MHC class I binding data. (1) The peptide sequence is KMVAWWAGI. The MHC is Mamu-B3901 with pseudo-sequence Mamu-B3901. The binding affinity (normalized) is 0.273. (2) The peptide sequence is FTAKYGVL. The MHC is H-2-Db with pseudo-sequence H-2-Db. The binding affinity (normalized) is 0.